This data is from Full USPTO retrosynthesis dataset with 1.9M reactions from patents (1976-2016). The task is: Predict the reactants needed to synthesize the given product. (1) Given the product [Cl:1][C:2]1[N:3]=[C:4]([C:27]2[CH:28]=[N:29][CH:30]=[C:31]([Cl:33])[CH:32]=2)[C:5]2[N:10]([CH2:11][C@H:12]3[CH2:13][CH2:14][C@H:15]([CH3:18])[CH2:16][CH2:17]3)[CH:9]=[C:8]([CH2:19][C:21]3[CH:22]=[N:23][CH:24]=[CH:25][CH:26]=3)[C:6]=2[N:7]=1, predict the reactants needed to synthesize it. The reactants are: [Cl:1][C:2]1[N:3]=[C:4]([C:27]2[CH:28]=[N:29][CH:30]=[C:31]([Cl:33])[CH:32]=2)[C:5]2[N:10]([CH2:11][C@H:12]3[CH2:17][CH2:16][C@H:15]([CH3:18])[CH2:14][CH2:13]3)[CH:9]=[C:8]([CH:19]([C:21]3[CH:22]=[N:23][CH:24]=[CH:25][CH:26]=3)O)[C:6]=2[N:7]=1.[SiH](CC)(CC)CC.C(O)(C(F)(F)F)=O. (2) Given the product [C:34]([C:33]1[N:38]=[C:28]([CH:13]2[CH2:14][CH:15]([C:17]3[CH:22]=[CH:21][C:20]([O:23][C:24]([F:25])([F:27])[F:26])=[CH:19][CH:18]=3)[CH2:16][N:11]([C:9]([N:6]3[CH2:5][CH2:4][CH:3]([C:1]#[N:2])[CH2:8][CH2:7]3)=[O:10])[CH2:12]2)[O:30][N:32]=1)([CH3:37])([CH3:36])[CH3:35], predict the reactants needed to synthesize it. The reactants are: [C:1]([CH:3]1[CH2:8][CH2:7][N:6]([C:9]([N:11]2[CH2:16][CH:15]([C:17]3[CH:22]=[CH:21][C:20]([O:23][C:24]([F:27])([F:26])[F:25])=[CH:19][CH:18]=3)[CH2:14][CH:13]([C:28]([OH:30])=O)[CH2:12]2)=[O:10])[CH2:5][CH2:4]1)#[N:2].O[NH:32][C:33](=[NH:38])[C:34]([CH3:37])([CH3:36])[CH3:35]. (3) The reactants are: [NH2:1][CH2:2][CH:3]([C:8]1([CH3:13])[O:12][CH2:11][CH2:10][O:9]1)[C:4]([O:6][CH3:7])=[O:5].[N+:14]([C:17]1[CH:27]=[CH:26][CH:25]=[C:19]2[C:20]([O:22][C:23](=O)[C:18]=12)=[O:21])([O-:16])=[O:15]. Given the product [N+:14]([C:17]1[CH:27]=[CH:26][CH:25]=[C:19]2[C:18]=1[C:23](=[O:22])[N:1]([CH2:2][CH:3]([C:8]1([CH3:13])[O:9][CH2:10][CH2:11][O:12]1)[C:4]([O:6][CH3:7])=[O:5])[C:20]2=[O:21])([O-:16])=[O:15], predict the reactants needed to synthesize it. (4) Given the product [CH2:5]([NH:4][C:8]1[CH:9]=[CH:10][C:5]([NH:4][C:2](=[O:3])[CH3:1])=[CH:6][CH:7]=1)[CH2:6][CH2:7][CH2:14][CH2:13][CH3:16], predict the reactants needed to synthesize it. The reactants are: [CH3:1][C:2]([NH:4][C:5]1[CH:10]=[CH:9][C:8](Br)=[CH:7][CH:6]=1)=[O:3].C[C:13]([CH3:16])([O-])[CH3:14].[Na+]. (5) Given the product [NH2:17][C:14]1[CH:13]=[CH:12][C:11]([CH2:10][N:7]2[CH2:8][CH2:9][N:5]([CH2:4][C:3]3[CH:21]=[CH:22][CH:23]=[CH:24][C:2]=3[CH3:1])[C:6]2=[O:20])=[CH:16][CH:15]=1, predict the reactants needed to synthesize it. The reactants are: [CH3:1][C:2]1[CH:24]=[CH:23][CH:22]=[CH:21][C:3]=1[CH2:4][N:5]1[CH2:9][CH2:8][N:7]([CH2:10][C:11]2[CH:16]=[CH:15][C:14]([N+:17]([O-])=O)=[CH:13][CH:12]=2)[C:6]1=[O:20].